From a dataset of Reaction yield outcomes from USPTO patents with 853,638 reactions. Predict the reaction yield, written as a fraction of the theoretical maximum amount of product (1.0 means a 100% yield; for example, 0.34 means a 34% yield). (1) The reactants are [CH:1]1[CH:2]=[C:3]([N:9]2[CH2:14][CH2:13][N:12]([CH2:15][CH2:16][CH2:17][CH2:18][O:19][C:20]3[CH:21]=[CH:22][C:23]4[CH2:30][CH2:29][C:27](=[O:28])[NH:26][C:24]=4[CH:25]=3)[CH2:11][CH2:10]2)[C:4]([Cl:8])=[C:5]([Cl:7])[CH:6]=1.[C:31]([O:35][CH2:36][CH3:37])(=[O:34])[CH:32]=[O:33].C([O-])([O-])=O.[K+].[K+].N1C=CC=CC=1.[C:50](Cl)(=[O:60])[CH2:51][CH2:52][CH2:53][CH2:54][CH2:55][CH2:56][CH2:57][CH2:58][CH3:59]. The catalyst is [Br-].C([N+](CCCC)(CCCC)CCCC)CCC.CO.ClCCl. The product is [C:50]([O:33][CH:32]([N:26]1[C:24]2[C:23](=[CH:22][CH:21]=[C:20]([O:19][CH2:18][CH2:17][CH2:16][CH2:15][N:12]3[CH2:13][CH2:14][N:9]([C:3]4[CH:2]=[CH:1][CH:6]=[C:5]([Cl:7])[C:4]=4[Cl:8])[CH2:10][CH2:11]3)[CH:25]=2)[CH2:30][CH2:29][C:27]1=[O:28])[C:31]([O:35][CH2:36][CH3:37])=[O:34])(=[O:60])[CH2:51][CH2:52][CH2:53][CH2:54][CH2:55][CH2:56][CH2:57][CH2:58][CH3:59]. The yield is 0.380. (2) The reactants are [Cl:1][C:2]1[CH:3]=[C:4]([CH:7]=[CH:8][C:9]=1[OH:10])[CH:5]=[O:6].C(=O)([O-])[O-].[K+].[K+].Br[CH2:18][C:19]1[CH:24]=[CH:23][C:22]([C:25]([F:28])([F:27])[F:26])=[CH:21][C:20]=1[C:29]([F:32])([F:31])[F:30].O. The catalyst is CN(C=O)C. The product is [F:30][C:29]([F:31])([F:32])[C:20]1[CH:21]=[C:22]([C:25]([F:28])([F:26])[F:27])[CH:23]=[CH:24][C:19]=1[CH2:18][O:10][C:9]1[CH:8]=[CH:7][C:4]([CH:5]=[O:6])=[CH:3][C:2]=1[Cl:1]. The yield is 0.920. (3) The reactants are [C:1]([NH:8][CH2:9][CH2:10][NH2:11])([O:3][C:4]([CH3:7])([CH3:6])[CH3:5])=[O:2].[CH2:12]([CH:15]([CH2:19][C:20]#[CH:21])[C:16](O)=O)[C:13]#[CH:14].CN([C:25]([O:29]N1N=NC2C=CC=CC1=2)=[N+](C)C)C.[B-](F)(F)(F)F.CCN(C(C)C)C(C)C. The catalyst is CC#N. The product is [C:4]([O:3][C:1](=[O:2])[NH:8][CH2:9][CH2:10][NH:11][C:25](=[O:29])[CH2:16][CH:15]([CH2:19][C:20]#[CH:21])[CH2:12][C:13]#[CH:14])([CH3:5])([CH3:6])[CH3:7]. The yield is 0.310. (4) The reactants are [CH3:1][C:2]1[O:6][N:5]=[C:4]([C:7](Cl)=[O:8])[CH:3]=1.[N-:10]=[N+:11]=[N-:12].[Na+]. The catalyst is CC(C)=O.O. The product is [CH3:1][C:2]1[O:6][N:5]=[C:4]([C:7]([N:10]=[N+:11]=[N-:12])=[O:8])[CH:3]=1. The yield is 0.920. (5) The reactants are [CH3:1][C:2]1[O:6][N:5]=[C:4]([C:7]2[CH:12]=[CH:11][CH:10]=[CH:9][CH:8]=2)[C:3]=1[CH2:13][O:14][C:15]1[N:20]=[CH:19][C:18]([C:21]([NH:23][CH:24]2[CH2:29][CH2:28][CH2:27][N:26]([CH2:30][C:31]([OH:33])=O)[CH2:25]2)=[O:22])=[CH:17][CH:16]=1.[CH:34]1([NH2:37])[CH2:36][CH2:35]1. No catalyst specified. The product is [CH:34]1([NH:37][C:31]([CH2:30][N:26]2[CH2:27][CH2:28][CH2:29][CH:24]([NH:23][C:21](=[O:22])[C:18]3[CH:17]=[CH:16][C:15]([O:14][CH2:13][C:3]4[C:4]([C:7]5[CH:8]=[CH:9][CH:10]=[CH:11][CH:12]=5)=[N:5][O:6][C:2]=4[CH3:1])=[N:20][CH:19]=3)[CH2:25]2)=[O:33])[CH2:36][CH2:35]1. The yield is 0.630. (6) The yield is 0.659. The reactants are [Cl:1][C:2]1[CH:7]=[C:6]([O:8][C:9]2[C:18]3[C:13](=[CH:14][C:15]([O:21][CH2:22][CH:23]4[CH2:28][CH2:27][NH:26][CH2:25][CH2:24]4)=[C:16]([C:19]#[N:20])[CH:17]=3)[N:12]=[CH:11][CH:10]=2)[CH:5]=[CH:4][C:3]=1[NH:29][C:30]([NH:32][CH:33]1[CH2:35][CH2:34]1)=[O:31].C=O.[C:38](O)(=O)C.C([BH3-])#N.[Na+].C(=O)(O)[O-].[Na+]. The product is [Cl:1][C:2]1[CH:7]=[C:6]([O:8][C:9]2[C:18]3[C:13](=[CH:14][C:15]([O:21][CH2:22][CH:23]4[CH2:24][CH2:25][N:26]([CH3:38])[CH2:27][CH2:28]4)=[C:16]([C:19]#[N:20])[CH:17]=3)[N:12]=[CH:11][CH:10]=2)[CH:5]=[CH:4][C:3]=1[NH:29][C:30]([NH:32][CH:33]1[CH2:35][CH2:34]1)=[O:31]. The catalyst is O1CCCC1.CO.C(OCC)(=O)C. (7) The catalyst is O1CCCC1.[Pd]. The product is [NH2:14][C:13]1[C:8]([O:7][C:6]2[C:26]([CH3:28])=[CH:27][C:3]([C:1]#[N:2])=[CH:4][C:5]=2[CH3:29])=[N:9][C:10]([NH:17][C:18]2[CH:25]=[CH:24][C:21]([C:22]#[N:23])=[CH:20][CH:19]=2)=[N:11][CH:12]=1. The reactants are [C:1]([C:3]1[CH:27]=[C:26]([CH3:28])[C:6]([O:7][C:8]2[C:13]([N+:14]([O-])=O)=[CH:12][N:11]=[C:10]([NH:17][C:18]3[CH:25]=[CH:24][C:21]([C:22]#[N:23])=[CH:20][CH:19]=3)[N:9]=2)=[C:5]([CH3:29])[CH:4]=1)#[N:2]. The yield is 0.840. (8) The reactants are [CH:1]1[CH2:6][CH2:5][CH:4]=[CH:3][CH:2]=1.[C:7]1([S:13](/[CH:16]=[CH:17]/[S:18]([C:21]2[CH:26]=[CH:25][CH:24]=[CH:23][CH:22]=2)(=[O:20])=[O:19])(=[O:15])=[O:14])[CH:12]=[CH:11][CH:10]=[CH:9][CH:8]=1. The catalyst is C1(C)C=CC=CC=1. The product is [C:7]1([S:13]([CH:16]2[CH:17]([S:18]([C:21]3[CH:22]=[CH:23][CH:24]=[CH:25][CH:26]=3)(=[O:20])=[O:19])[CH:3]3[CH2:4][CH2:5][CH:6]2[CH:1]=[CH:2]3)(=[O:14])=[O:15])[CH:8]=[CH:9][CH:10]=[CH:11][CH:12]=1. The yield is 0.900. (9) The reactants are [OH-].[Na+].[Cl:3][C:4]1[CH:5]=[C:6]([CH2:25][C:26]([O:28]C)=[O:27])[CH:7]=[CH:8][C:9]=1[NH:10][C:11]([C:13]1[C:21]2[C:16](=[CH:17][CH:18]=[CH:19][CH:20]=2)[N:15]([CH:22]([CH3:24])[CH3:23])[CH:14]=1)=[O:12]. The catalyst is C1COCC1. The product is [Cl:3][C:4]1[CH:5]=[C:6]([CH2:25][C:26]([OH:28])=[O:27])[CH:7]=[CH:8][C:9]=1[NH:10][C:11]([C:13]1[C:21]2[C:16](=[CH:17][CH:18]=[CH:19][CH:20]=2)[N:15]([CH:22]([CH3:23])[CH3:24])[CH:14]=1)=[O:12]. The yield is 0.930.